From a dataset of NCI-60 drug combinations with 297,098 pairs across 59 cell lines. Regression. Given two drug SMILES strings and cell line genomic features, predict the synergy score measuring deviation from expected non-interaction effect. (1) Drug 2: N.N.Cl[Pt+2]Cl. Cell line: OVCAR-8. Drug 1: CC1C(C(CC(O1)OC2CC(CC3=C2C(=C4C(=C3O)C(=O)C5=C(C4=O)C(=CC=C5)OC)O)(C(=O)C)O)N)O.Cl. Synergy scores: CSS=19.3, Synergy_ZIP=-4.89, Synergy_Bliss=-2.27, Synergy_Loewe=-19.6, Synergy_HSA=-3.31. (2) Drug 1: C1=NC(=NC(=O)N1C2C(C(C(O2)CO)O)O)N. Drug 2: C1CC(=O)NC(=O)C1N2C(=O)C3=CC=CC=C3C2=O. Cell line: SF-295. Synergy scores: CSS=4.40, Synergy_ZIP=-2.62, Synergy_Bliss=0.955, Synergy_Loewe=-9.55, Synergy_HSA=-1.03.